This data is from Reaction yield outcomes from USPTO patents with 853,638 reactions. The task is: Predict the reaction yield, written as a fraction of the theoretical maximum amount of product (1.0 means a 100% yield; for example, 0.34 means a 34% yield). (1) The yield is 0.980. The product is [CH3:7][CH2:6][CH2:9][CH2:14][CH2:13][CH2:12][CH2:11][CH2:15][CH2:16][CH2:1][CH3:2]. The catalyst is C1COCC1. The reactants are [CH2:1]([Mg]Br)[CH3:2].[Cl-].[CH:6]([C:9]1[CH:14]=[CH:13][CH:12]=[C:11]([CH:15](C)[CH3:16])C=1[NH+]1CCN(C2[C:9]([CH:6](C)[CH3:7])=[CH:14][CH:13]=[CH:12][C:11]=2[CH:15](C)[CH3:16])C1)(C)[CH3:7].ClC1C=CC=CC=1.C1(C)C=CC([Mg]Br)=CC=1.C(C(C(C([O-])=O)O)O)([O-])=O.[K+].[Na+]. (2) The reactants are O[C@@H:2]1[C:7]([C:8]([O:10][CH2:11][CH3:12])=[O:9])=[CH:6][CH2:5][O:4][CH2:3]1.C(N(CC)C(C)C)(C)C.CS(Cl)(=O)=O.[C:27]([OH:30])(=[S:29])[CH3:28].Cl. The catalyst is O1CCCC1. The product is [C:27]([S:29][C@H:2]1[C:7]([C:8]([O:10][CH2:11][CH3:12])=[O:9])=[CH:6][CH2:5][O:4][CH2:3]1)(=[O:30])[CH3:28]. The yield is 0.620. (3) The reactants are [BH4-].[Na+].O1CCCC1.[NH2:8][C:9]1[CH:10]=[CH:11][C:12]([N:18]2[CH2:23][CH2:22][O:21][CH2:20][CH2:19]2)=[C:13]([C:15](O)=[O:16])[CH:14]=1.II. The product is [NH2:8][C:9]1[CH:10]=[CH:11][C:12]([N:18]2[CH2:19][CH2:20][O:21][CH2:22][CH2:23]2)=[C:13]([CH:14]=1)[CH2:15][OH:16]. The yield is 0.720. The catalyst is CO. (4) The reactants are Cl.C(S[C:7]1[CH:8]=[C:9]([CH:13]([C:22]([O:24][C:25]([CH3:28])([CH3:27])[CH3:26])=[O:23])[CH2:14][NH:15][CH2:16][C:17]([N:19]([CH3:21])[CH3:20])=[O:18])[CH:10]=[CH:11][CH:12]=1)CCC.Cl.[CH2:30](SC1C=C(CCNCC(N(C)C)=O)C=CC=1)[CH2:31][CH2:32][CH3:33].O[O:51][S:52]([O-:54])=O.[K+].C([O-])(O)=O.[Na+]. The catalyst is C(#N)C.O. The product is [CH2:30]([S:52]([C:7]1[CH:8]=[C:9]([CH:13]([C:22]([O:24][C:25]([CH3:27])([CH3:26])[CH3:28])=[O:23])[CH2:14][NH:15][CH2:16][C:17]([N:19]([CH3:20])[CH3:21])=[O:18])[CH:10]=[CH:11][CH:12]=1)(=[O:54])=[O:51])[CH2:31][CH2:32][CH3:33]. The yield is 0.750. (5) The reactants are [CH3:1][C:2]1([CH3:19])[C:6]([CH3:8])([CH3:7])[O:5][B:4]([C:9]2[CH:10]=[C:11]3[C:15](=[CH:16][CH:17]=2)[NH:14][C:13](=[O:18])[CH2:12]3)[O:3]1.N1CCCCC1.[O:26]1[CH:30]=[CH:29][CH:28]=[C:27]1[CH:31]=O. The catalyst is C(O)C. The product is [O:26]1[CH:30]=[CH:29][CH:28]=[C:27]1/[CH:31]=[C:12]1/[C:13](=[O:18])[NH:14][C:15]2[C:11]/1=[CH:10][C:9]([B:4]1[O:3][C:2]([CH3:19])([CH3:1])[C:6]([CH3:7])([CH3:8])[O:5]1)=[CH:17][CH:16]=2. The yield is 0.390. (6) The reactants are [F:1][C:2]1[CH:7]=[CH:6][C:5]([C:8]2[CH:16]=[CH:15][CH:14]=[C:13]3[C:9]=2[CH2:10][C:11](=[O:17])[NH:12]3)=[CH:4][CH:3]=1.[CH2:18]([N:20]([CH2:35][CH3:36])[CH2:21][CH2:22][NH:23][C:24]([C:26]1[C:30]([CH3:31])=[C:29]([CH:32]=O)[NH:28][C:27]=1[CH3:34])=[O:25])[CH3:19]. The catalyst is C(O)C.N1CCCCC1. The product is [CH2:35]([N:20]([CH2:18][CH3:19])[CH2:21][CH2:22][NH:23][C:24]([C:26]1[C:30]([CH3:31])=[C:29]([CH:32]=[C:10]2[C:9]3[C:13](=[CH:14][CH:15]=[CH:16][C:8]=3[C:5]3[CH:4]=[CH:3][C:2]([F:1])=[CH:7][CH:6]=3)[NH:12][C:11]2=[O:17])[NH:28][C:27]=1[CH3:34])=[O:25])[CH3:36]. The yield is 0.700. (7) The reactants are [OH:1][C:2]1[CH:11]=[C:10]2[C:5]([C:6](=[O:17])[CH2:7][CH:8]([C:12]([O:14]CC)=[O:13])[O:9]2)=[CH:4][CH:3]=1.[OH-].[Na+].Cl. The catalyst is C1COCC1.O. The product is [OH:1][C:2]1[CH:11]=[C:10]2[C:5]([C:6](=[O:17])[CH2:7][CH:8]([C:12]([OH:14])=[O:13])[O:9]2)=[CH:4][CH:3]=1. The yield is 0.990.